From a dataset of Catalyst prediction with 721,799 reactions and 888 catalyst types from USPTO. Predict which catalyst facilitates the given reaction. Reactant: C([Li])(C)(C)C.CO[C:8]([C:10]1([CH2:16][CH2:17][CH2:18]I)[CH2:15][CH2:14][O:13][CH2:12][CH2:11]1)=[O:9]. Product: [C:8]1(=[O:9])[C:10]2([CH2:11][CH2:12][O:13][CH2:14][CH2:15]2)[CH2:16][CH2:17][CH2:18]1. The catalyst class is: 7.